This data is from Full USPTO retrosynthesis dataset with 1.9M reactions from patents (1976-2016). The task is: Predict the reactants needed to synthesize the given product. (1) The reactants are: [Li]CCCC.C(NC(C)C)(C)C.[C:13]([O:21][CH3:22])(=[O:20])[CH2:14][CH2:15][CH2:16][C:17]([O-:19])=[O:18].Br[CH2:24][C:25]([O:27][C:28]([CH3:31])([CH3:30])[CH3:29])=[O:26]. Given the product [C:28]([O:27][C:25](=[O:26])[CH2:24][CH:14]([C:13]([O:21][CH3:22])=[O:20])[CH2:15][CH2:16][C:17]([OH:19])=[O:18])([CH3:31])([CH3:30])[CH3:29], predict the reactants needed to synthesize it. (2) Given the product [CH3:12][O:11][C:3]1[CH:4]=[C:5]([CH2:8][C:9]#[N:10])[CH:6]=[CH:7][C:2]=1[O:1][CH2:20][C:21](=[O:22])[C:23]1[CH:28]=[CH:27][CH:26]=[CH:25][CH:24]=1, predict the reactants needed to synthesize it. The reactants are: [OH:1][C:2]1[CH:7]=[CH:6][C:5]([CH2:8][C:9]#[N:10])=[CH:4][C:3]=1[O:11][CH3:12].C(=O)([O-])[O-].[K+].[K+].Br[CH2:20][C:21]([C:23]1[CH:28]=[CH:27][CH:26]=[CH:25][CH:24]=1)=[O:22]. (3) Given the product [CH3:1][O:2][C:3]1[CH:4]=[C:5]2[C:9](=[CH:10][CH:11]=1)[NH:8][CH:7]=[C:6]2[C:12]1[NH:22][C:15]2[N:16]=[CH:17][CH:18]=[C:19]([C:20]([NH2:21])=[O:33])[C:14]=2[CH:13]=1, predict the reactants needed to synthesize it. The reactants are: [CH3:1][O:2][C:3]1[CH:4]=[C:5]2[C:9](=[CH:10][CH:11]=1)[NH:8][CH:7]=[C:6]2[C:12]1[N:22](S(C2C=CC(C)=CC=2)(=O)=O)[C:15]2[N:16]=[CH:17][CH:18]=[C:19]([C:20]#[N:21])[C:14]=2[CH:13]=1.[OH-:33].[Na+].OO.